This data is from Choline transporter screen with 302,306 compounds. The task is: Binary Classification. Given a drug SMILES string, predict its activity (active/inactive) in a high-throughput screening assay against a specified biological target. (1) The compound is O(C1CCN(CC1)C(C)C)c1cc(C(=O)NCCC=2CCCCC2)ccc1OC. The result is 1 (active). (2) The drug is O(Cc1n(nnn1)CCC)c1ccc(cc1)C(=O)N. The result is 0 (inactive). (3) The drug is Clc1sc(S(=O)(=O)N2C(Cc3c(C2)cccc3)C(=O)N)cc1. The result is 0 (inactive).